This data is from Catalyst prediction with 721,799 reactions and 888 catalyst types from USPTO. The task is: Predict which catalyst facilitates the given reaction. (1) Reactant: [CH3:1][O:2][C:3](=[O:32])[C@@H:4]([NH:24][C:25]([N:27]1[CH2:30][CH:29]([OH:31])[CH2:28]1)=[S:26])[CH2:5][O:6][Si:7]([C:20]([CH3:23])([CH3:22])[CH3:21])([C:14]1[CH:19]=[CH:18][CH:17]=[CH:16][CH:15]=1)[C:8]1[CH:13]=[CH:12][CH:11]=[CH:10][CH:9]=1.[C:33](O[C:33](=[O:40])[C:34]1[CH:39]=[CH:38][CH:37]=[CH:36][CH:35]=1)(=[O:40])[C:34]1[CH:39]=[CH:38][CH:37]=[CH:36][CH:35]=1. Product: [CH3:1][O:2][C:3](=[O:32])[C@@H:4]([NH:24][C:25]([N:27]1[CH2:30][CH:29]([O:31][C:33](=[O:40])[C:34]2[CH:39]=[CH:38][CH:37]=[CH:36][CH:35]=2)[CH2:28]1)=[S:26])[CH2:5][O:6][Si:7]([C:20]([CH3:23])([CH3:21])[CH3:22])([C:14]1[CH:19]=[CH:18][CH:17]=[CH:16][CH:15]=1)[C:8]1[CH:9]=[CH:10][CH:11]=[CH:12][CH:13]=1. The catalyst class is: 537. (2) Product: [Br:10][C:6]1[C:12]([C:11]([OH:14])=[O:13])=[N:4][CH:3]=[C:8]([Br:9])[CH:7]=1. The catalyst class is: 6. Reactant: C([C:3]1[C:8]([Br:9])=[CH:7][C:6]([Br:10])=C[N:4]=1)#N.[C:11]([OH:14])(=[O:13])[CH3:12].S(=O)(=O)(O)O. (3) Reactant: [CH3:1][CH:2]([CH3:32])[CH2:3][CH2:4][N:5]([CH2:27][CH2:28][CH:29]([CH3:31])[CH3:30])[C:6](=[O:26])[C:7]1[CH:12]=[CH:11][C:10]([N+:13]([O-])=O)=[C:9]([NH:16][CH2:17][CH2:18][CH2:19][N:20]2[CH2:25][CH2:24][CH2:23][CH2:22][CH2:21]2)[CH:8]=1. Product: [NH2:13][C:10]1[CH:11]=[CH:12][C:7]([C:6]([N:5]([CH2:27][CH2:28][CH:29]([CH3:30])[CH3:31])[CH2:4][CH2:3][CH:2]([CH3:1])[CH3:32])=[O:26])=[CH:8][C:9]=1[NH:16][CH2:17][CH2:18][CH2:19][N:20]1[CH2:25][CH2:24][CH2:23][CH2:22][CH2:21]1. The catalyst class is: 604. (4) Reactant: Cl.[NH2:2][C:3]1[N:11]=[C:10]([O:12][CH2:13][CH2:14][CH2:15][CH3:16])[N:9]=[C:8]2[C:4]=1[NH:5][C:6](=[O:26])[N:7]2[CH2:17][C:18]1[CH:23]=[CH:22][C:21]([CH2:24]Cl)=[CH:20][CH:19]=1.[NH:27]1[CH2:32][CH2:31][O:30][CH2:29][CH2:28]1.C(N(C(C)C)CC)(C)C. Product: [NH2:2][C:3]1[N:11]=[C:10]([O:12][CH2:13][CH2:14][CH2:15][CH3:16])[N:9]=[C:8]2[C:4]=1[NH:5][C:6](=[O:26])[N:7]2[CH2:17][C:18]1[CH:23]=[CH:22][C:21]([CH2:24][N:27]2[CH2:32][CH2:31][O:30][CH2:29][CH2:28]2)=[CH:20][CH:19]=1. The catalyst class is: 3. (5) Reactant: [Cl:1][C:2]1[CH:7]=[CH:6][C:5]([C@@H:8]2[C@@H:13]([C@@H:14]([O:16][C:17]3[CH:22]=[CH:21][C:20](Cl)=[C:19](Cl)[CH:18]=3)[CH3:15])[CH2:12][CH2:11][N:10]([C:25]([CH:27]3[CH2:32][CH2:31][N:30]([C:33]4[CH:38]=[CH:37][C:36]([C:39]#[N:40])=[CH:35][N:34]=4)[CH2:29][CH2:28]3)=[O:26])[CH2:9]2)=[CH:4][CH:3]=1.[NH:41]1CCC[CH2:43][CH2:42]1.C(N1CC[C@H]([C@H]([OH:62])C)[C@@H](C2C=CC(Cl)=CC=2)C1)C1C=CC=CC=1.N1C2C(=CC(O)=CC=2)C=C1.ClC(OC(Cl)=O)C.CCN(C(C)C)C(C)C. Product: [C:39]([C:36]1[CH:37]=[CH:38][C:33]([N:30]2[CH2:31][CH2:32][CH:27]([C:25]([OH:26])=[O:62])[CH2:28][CH2:29]2)=[N:34][CH:35]=1)#[N:40].[Cl:1][C:2]1[CH:7]=[CH:6][C:5]([C@@H:8]2[C@@H:13]([C@@H:14]([O:16][C:17]3[CH:18]=[C:19]4[C:20](=[CH:21][CH:22]=3)[NH:41][CH:42]=[CH:43]4)[CH3:15])[CH2:12][CH2:11][N:10]([C:25]([CH:27]3[CH2:28][CH2:29][N:30]([C:33]4[CH:38]=[CH:37][C:36]([C:39]#[N:40])=[CH:35][N:34]=4)[CH2:31][CH2:32]3)=[O:26])[CH2:9]2)=[CH:4][CH:3]=1. The catalyst class is: 5. (6) Reactant: [C:1]1([C@@H:7]([NH:9][C:10]([C@@H:12]2[C:14]3([CH2:19][CH2:18][NH:17][CH2:16][CH2:15]3)[CH2:13]2)=O)[CH3:8])[CH:6]=[CH:5][CH:4]=[CH:3][CH:2]=1.B.[C:21](O[C:21]([O:23][C:24]([CH3:27])([CH3:26])[CH3:25])=[O:22])([O:23][C:24]([CH3:27])([CH3:26])[CH3:25])=[O:22]. The catalyst class is: 1. Product: [C:1]1([C@@H:7]([NH:9][CH2:10][C@@H:12]2[C:14]3([CH2:19][CH2:18][N:17]([C:21]([O:23][C:24]([CH3:27])([CH3:26])[CH3:25])=[O:22])[CH2:16][CH2:15]3)[CH2:13]2)[CH3:8])[CH:6]=[CH:5][CH:4]=[CH:3][CH:2]=1. (7) Reactant: Cl[C:2]1[CH:7]=[CH:6][N:5]=[C:4]([CH:8]([O:11]C)[O:9]C)[CH:3]=1.O[Li].O.[CH2:16]1[CH2:20]OC[CH2:17]1.CO. Product: [NH:5]1[C:6]2[C:7](=[CH:2][CH:17]=[CH:16][CH:20]=2)[CH:3]=[C:4]1[C:8]([OH:9])=[O:11]. The catalyst class is: 6. (8) Reactant: [OH:1][CH2:2][CH2:3][CH:4]1[CH2:9][CH2:8][C:7](=[O:10])[CH2:6][CH2:5]1.C(N(CC)CC)C.[S:18](Cl)([CH3:21])(=[O:20])=[O:19].[OH2:23]. Product: [S:18]([OH:23])(=[O:20])(=[O:19])[CH3:21].[OH:1][CH2:2][CH2:3][CH:4]1[CH2:9][CH2:8][C:7](=[O:10])[CH2:6][CH2:5]1. The catalyst class is: 4. (9) Reactant: CON(C)[C:4]([C:6]1[S:10][C:9]([C:11]2[CH:16]=[CH:15][C:14]([C:17]([F:20])([F:19])[F:18])=[CH:13][CH:12]=2)=[N:8][C:7]=1[CH:21]([CH3:23])[CH3:22])=[O:5].[CH3:25][Mg]Br. Product: [CH:21]([C:7]1[N:8]=[C:9]([C:11]2[CH:12]=[CH:13][C:14]([C:17]([F:18])([F:20])[F:19])=[CH:15][CH:16]=2)[S:10][C:6]=1[C:4](=[O:5])[CH3:25])([CH3:22])[CH3:23]. The catalyst class is: 7.